Dataset: Catalyst prediction with 721,799 reactions and 888 catalyst types from USPTO. Task: Predict which catalyst facilitates the given reaction. (1) Reactant: [C:1]([C:5]1[CH:6]=[C:7]([NH:17][C:18]([NH:20][C:21]2[C:30]3[C:25](=[CH:26][CH:27]=[CH:28][CH:29]=3)[C:24]([O:31][C:32]3[CH:37]=[CH:36][N:35]=[C:34]([NH:38][C:39]4[CH:44]=[CH:43][C:42]([C:45](=[O:56])[NH:46][CH2:47][CH2:48][N:49]5[CH2:54][CH2:53][S:52](=[O:55])[CH2:51][CH2:50]5)=[C:41]([O:57][CH3:58])[CH:40]=4)[CH:33]=3)=[CH:23][CH:22]=2)=[O:19])[C:8]([O:15][CH3:16])=[C:9]([CH:14]=1)[C:10]([O:12]C)=[O:11])([CH3:4])([CH3:3])[CH3:2].CO.[Li+].[OH-].[ClH:63]. Product: [ClH:63].[C:1]([C:5]1[CH:6]=[C:7]([NH:17][C:18]([NH:20][C:21]2[C:30]3[C:25](=[CH:26][CH:27]=[CH:28][CH:29]=3)[C:24]([O:31][C:32]3[CH:37]=[CH:36][N:35]=[C:34]([NH:38][C:39]4[CH:44]=[CH:43][C:42]([C:45](=[O:56])[NH:46][CH2:47][CH2:48][N:49]5[CH2:54][CH2:53][S:52](=[O:55])[CH2:51][CH2:50]5)=[C:41]([O:57][CH3:58])[CH:40]=4)[CH:33]=3)=[CH:23][CH:22]=2)=[O:19])[C:8]([O:15][CH3:16])=[C:9]([CH:14]=1)[C:10]([OH:12])=[O:11])([CH3:4])([CH3:2])[CH3:3]. The catalyst class is: 20. (2) The catalyst class is: 7. Product: [F:26][C:27]1[CH:28]=[C:29]([CH:58]([OH:60])[CH3:59])[CH:30]=[CH:31][C:32]=1[N:33]1[CH2:38][CH2:37][N:36]([C:39]([C:41]2[CH:46]=[C:45]([S:47]([CH3:50])(=[O:49])=[O:48])[CH:44]=[CH:43][C:42]=2[C:51]2[CH:56]=[CH:55][C:54]([F:57])=[CH:53][CH:52]=2)=[O:40])[CH2:35][CH2:34]1. Reactant: B1(C)OC(C2C=CC=CC=2)(C2C=CC=CC=2)[C@@H]2N1CCC2.B.CSC.[F:26][C:27]1[CH:28]=[C:29]([C:58](=[O:60])[CH3:59])[CH:30]=[CH:31][C:32]=1[N:33]1[CH2:38][CH2:37][N:36]([C:39]([C:41]2[CH:46]=[C:45]([S:47]([CH3:50])(=[O:49])=[O:48])[CH:44]=[CH:43][C:42]=2[C:51]2[CH:56]=[CH:55][C:54]([F:57])=[CH:53][CH:52]=2)=[O:40])[CH2:35][CH2:34]1.CO. (3) Reactant: [C:1]([O:5][C:6]([N:8]1[CH2:13][CH2:12][C:11](=O)[CH2:10][CH2:9]1)=[O:7])([CH3:4])([CH3:3])[CH3:2].[CH:15]1([CH2:18][NH2:19])[CH2:17][CH2:16]1.C(O)(=O)C.C(O[BH-](OC(=O)C)OC(=O)C)(=O)C.[Na+].[OH-].[Na+]. Product: [C:1]([O:5][C:6]([N:8]1[CH2:13][CH2:12][CH:11]([NH:19][CH2:18][CH:15]2[CH2:17][CH2:16]2)[CH2:10][CH2:9]1)=[O:7])([CH3:4])([CH3:3])[CH3:2]. The catalyst class is: 26. (4) Reactant: C[O:2][C:3](=[O:28])[C:4]1[CH:9]=[CH:8][C:7]([C:10]2[N:14]([CH2:15][CH3:16])[C:13]3[CH:17]=[CH:18][C:19]([S:21]([C:24]([F:27])([F:26])[F:25])(=[O:23])=[O:22])=[CH:20][C:12]=3[N:11]=2)=[CH:6][CH:5]=1.[OH-].[Na+]. Product: [CH2:15]([N:14]1[C:13]2[CH:17]=[CH:18][C:19]([S:21]([C:24]([F:26])([F:25])[F:27])(=[O:22])=[O:23])=[CH:20][C:12]=2[N:11]=[C:10]1[C:7]1[CH:6]=[CH:5][C:4]([C:3]([OH:28])=[O:2])=[CH:9][CH:8]=1)[CH3:16]. The catalyst class is: 8. (5) The catalyst class is: 529. Product: [C:9]1([C:19]2[CH:24]=[CH:23][CH:22]=[CH:21][CH:20]=2)[CH:14]=[CH:13][C:12]([S:15]([N:1]([C:2]2[O:6][N:5]=[C:4]([CH3:7])[C:3]=2[Br:8])[S:15]([C:12]2[CH:11]=[CH:10][C:9]([C:19]3[CH:24]=[CH:23][CH:22]=[CH:21][CH:20]=3)=[CH:14][CH:13]=2)(=[O:17])=[O:16])(=[O:17])=[O:16])=[CH:11][CH:10]=1. Reactant: [NH2:1][C:2]1[O:6][N:5]=[C:4]([CH3:7])[C:3]=1[Br:8].[C:9]1([C:19]2[CH:24]=[CH:23][CH:22]=[CH:21][CH:20]=2)[CH:14]=[CH:13][C:12]([S:15](Cl)(=[O:17])=[O:16])=[CH:11][CH:10]=1.